This data is from Reaction yield outcomes from USPTO patents with 853,638 reactions. The task is: Predict the reaction yield, written as a fraction of the theoretical maximum amount of product (1.0 means a 100% yield; for example, 0.34 means a 34% yield). (1) The reactants are [Br:1][C:2]1[CH:3]=[C:4]([C:15](=O)[CH3:16])[CH:5]=[CH:6][C:7]=1[O:8][CH2:9][O:10][CH2:11][CH2:12][O:13][CH3:14].[O-][CH2:19]C.[Na+].Cl.[NH2:23][C:24]([NH2:26])=[NH:25]. The catalyst is C(O)C.O. The product is [Br:1][C:2]1[CH:3]=[C:4]([C:15]2[CH:16]=[CH:19][N:23]=[C:24]([NH2:26])[N:25]=2)[CH:5]=[CH:6][C:7]=1[O:8][CH2:9][O:10][CH2:11][CH2:12][O:13][CH3:14]. The yield is 0.490. (2) The reactants are O[CH2:2][CH:3]1[CH2:8][CH2:7][CH2:6][N:5]([CH3:9])[CH2:4]1.N1C=CC=CC=1.[Br:16]P(Br)(C1C=CC=CC=1)(C1C=CC=CC=1)C1C=CC=CC=1. The catalyst is C(#N)C. The product is [Br:16][CH2:2][CH:3]1[CH2:8][CH2:7][CH2:6][N:5]([CH3:9])[CH2:4]1. The yield is 1.00.